From a dataset of Catalyst prediction with 721,799 reactions and 888 catalyst types from USPTO. Predict which catalyst facilitates the given reaction. (1) Reactant: [OH:1][C:2]1[C:9]([CH3:10])=[CH:8][C:5]([C:6]#[N:7])=[CH:4][C:3]=1[CH3:11].C([O-])([O-])=O.[K+].[K+].[CH2:18](Br)[CH:19]=[CH2:20]. Product: [CH2:20]([O:1][C:2]1[C:3]([CH3:11])=[CH:4][C:5]([C:6]#[N:7])=[CH:8][C:9]=1[CH3:10])[CH:19]=[CH2:18]. The catalyst class is: 21. (2) Product: [C:22]([O:26][C:27]([NH:28][CH2:29][CH:30]1[CH2:31][CH2:32][N:33]([C:4]2[N:3]=[C:2]([Cl:1])[N:7]=[C:6]([C:8]([O:10][CH3:11])=[O:9])[CH:5]=2)[CH2:34][CH2:35]1)=[O:36])([CH3:25])([CH3:23])[CH3:24]. The catalyst class is: 1. Reactant: [Cl:1][C:2]1[N:7]=[C:6]([C:8]([O:10][CH3:11])=[O:9])[CH:5]=[C:4](Cl)[N:3]=1.CCN(C(C)C)C(C)C.[C:22]([O:26][C:27](=[O:36])[NH:28][CH2:29][CH:30]1[CH2:35][CH2:34][NH:33][CH2:32][CH2:31]1)([CH3:25])([CH3:24])[CH3:23]. (3) Reactant: [C:1](Cl)([C:14]1[CH:19]=[CH:18][CH:17]=[CH:16][CH:15]=1)([C:8]1[CH:13]=[CH:12][CH:11]=[CH:10][CH:9]=1)[C:2]1[CH:7]=[CH:6][CH:5]=[CH:4][CH:3]=1.[C:21]([O:25][CH3:26])(=[O:24])[CH2:22][OH:23].CCN(C(C)C)C(C)C. Product: [C:1]([O:23][CH2:22][C:21]([O:25][CH3:26])=[O:24])([C:14]1[CH:19]=[CH:18][CH:17]=[CH:16][CH:15]=1)([C:8]1[CH:13]=[CH:12][CH:11]=[CH:10][CH:9]=1)[C:2]1[CH:7]=[CH:6][CH:5]=[CH:4][CH:3]=1. The catalyst class is: 4. (4) Reactant: [O:1]=[C:2]1[C:11]2[C:6](=[CH:7][CH:8]=[CH:9][CH:10]=2)[C@H:5]([NH:12]C=O)[CH2:4][CH2:3]1. Product: [NH2:12][C@H:5]1[C:6]2[C:11](=[CH:10][CH:9]=[CH:8][CH:7]=2)[C:2](=[O:1])[CH2:3][CH2:4]1. The catalyst class is: 209. (5) Product: [Cl:1][C:2]1[CH:7]=[CH:6][C:5]([C:8]2[O:16][C:15]3[CH:14]=[CH:13][N:12]([C:17]4[CH:18]=[C:19]5[C:23](=[CH:24][CH:25]=4)[N:22]([CH2:26][CH:27]([OH:30])[OH:28])[N:21]=[CH:20]5)[C:11](=[O:32])[C:10]=3[CH:9]=2)=[CH:4][CH:3]=1. Reactant: [Cl:1][C:2]1[CH:7]=[CH:6][C:5]([C:8]2[O:16][C:15]3[CH:14]=[CH:13][N:12]([C:17]4[CH:18]=[C:19]5[C:23](=[CH:24][CH:25]=4)[N:22]([CH2:26][CH:27]([O:30]C)[O:28]C)[N:21]=[CH:20]5)[C:11](=[O:32])[C:10]=3[CH:9]=2)=[CH:4][CH:3]=1.Cl. The catalyst class is: 569. (6) Reactant: [Cl:1][C:2]1[C:14](I)=[CH:13][C:5]2[NH:6][C:7]([C:9]([F:12])([F:11])[F:10])=[N:8][C:4]=2[CH:3]=1.[Cl:16][C:17]1[CH:18]=[C:19](B(O)O)[CH:20]=[C:21]([Cl:23])[CH:22]=1.O1CCOCC1.[Na+].C(O[O-])=O.[Na+].C(O[O-])=O. Product: [Cl:1][C:2]1[C:14]([C:19]2[CH:18]=[C:17]([Cl:16])[CH:22]=[C:21]([Cl:23])[CH:20]=2)=[CH:13][C:5]2[NH:6][C:7]([C:9]([F:12])([F:11])[F:10])=[N:8][C:4]=2[CH:3]=1. The catalyst class is: 103. (7) Reactant: [Br:1][C:2]1[CH:3]=[C:4]([CH:7]=[C:8]([OH:11])[C:9]=1[OH:10])[CH:5]=[O:6].C([O-])([O-])=O.[K+].[K+].Br[CH2:19][CH2:20]Br.O. The catalyst class is: 3. Product: [Br:1][C:2]1[C:9]2[O:10][CH2:19][CH2:20][O:11][C:8]=2[CH:7]=[C:4]([CH:5]=[O:6])[CH:3]=1. (8) Reactant: [NH2:1][C:2]1[N:7]=[C:6]([N:8]2[CH2:13][C:12]([F:15])([F:14])[CH2:11][CH:10]([C:16]([N:18]([CH3:20])[CH3:19])=[O:17])[CH2:9]2)[CH:5]=[CH:4][C:3]=1[N+:21]([O-])=O. Product: [NH2:21][C:3]1[CH:4]=[CH:5][C:6]([N:8]2[CH2:13][C:12]([F:15])([F:14])[CH2:11][CH:10]([C:16]([N:18]([CH3:20])[CH3:19])=[O:17])[CH2:9]2)=[N:7][C:2]=1[NH2:1]. The catalyst class is: 29. (9) Reactant: [Br:1][C:2]1[CH:3]=[C:4]([CH2:9][OH:10])[C:5]([Cl:8])=[N:6][CH:7]=1.[Cr](Cl)([O-])(=O)=O.[NH+]1C=CC=CC=1. Product: [Br:1][C:2]1[CH:7]=[N:6][C:5]([Cl:8])=[C:4]([CH:3]=1)[CH:9]=[O:10]. The catalyst class is: 268.